The task is: Regression/Classification. Given a drug SMILES string, predict its absorption, distribution, metabolism, or excretion properties. Task type varies by dataset: regression for continuous measurements (e.g., permeability, clearance, half-life) or binary classification for categorical outcomes (e.g., BBB penetration, CYP inhibition). Dataset: cyp2d6_substrate_carbonmangels.. This data is from CYP2D6 substrate classification data from Carbon-Mangels et al.. (1) The drug is CN1CCN(C2=Nc3cc(F)ccc3Cc3ccccc32)CC1. The result is 1 (substrate). (2) The compound is CS(=O)(=O)OCCCCOS(C)(=O)=O. The result is 0 (non-substrate).